This data is from Catalyst prediction with 721,799 reactions and 888 catalyst types from USPTO. The task is: Predict which catalyst facilitates the given reaction. (1) Reactant: [N:1]1([C:6]2[CH:11]=[CH:10][C:9]([C:12]3[N:16]([C:17]4[CH:22]=[CH:21][C:20]([C:23]#[N:24])=[CH:19][C:18]=4[CH3:25])[C:15]([CH2:26][CH2:27][C:28]([O:30][CH2:31][CH3:32])=[O:29])=[CH:14][CH:13]=3)=[CH:8][CH:7]=2)[CH:5]=[CH:4][N:3]=[CH:2]1.[BH4-].[Na+].Cl. Product: [N:1]1([C:6]2[CH:7]=[CH:8][C:9]([C:12]3[N:16]([C:17]4[CH:22]=[CH:21][C:20]([CH2:23][NH2:24])=[CH:19][C:18]=4[CH3:25])[C:15]([CH2:26][CH2:27][C:28]([O:30][CH2:31][CH3:32])=[O:29])=[CH:14][CH:13]=3)=[CH:10][CH:11]=2)[CH:5]=[CH:4][N:3]=[CH:2]1. The catalyst class is: 5. (2) Reactant: [C:1]1([CH3:9])[C:2]([C:7]#[N:8])=[CH:3][CH:4]=[CH:5][CH:6]=1.[Li+].CC([N-]C(C)C)C.CN(OC)[C:20]([CH:22]1[CH2:27][CH2:26][CH2:25][CH2:24][CH2:23]1)=[O:21]. Product: [CH:22]1([C:20](=[O:21])[CH2:9][C:1]2[CH:6]=[CH:5][CH:4]=[CH:3][C:2]=2[C:7]#[N:8])[CH2:27][CH2:26][CH2:25][CH2:24][CH2:23]1. The catalyst class is: 1. (3) Reactant: [F:1][C:2]([F:7])([F:6])[C:3]([OH:5])=[O:4].C(O)(=O)C.C(O)(=O)C.[I:16][C:17]1[CH:18]=[N:19][CH:20]=[CH:21][CH:22]=1.[C:23]1([O:29][CH3:30])[CH:28]=[CH:27][CH:26]=[CH:25][CH:24]=1. Product: [F:1][C:2]([F:7])([F:6])[C:3]([O-:5])=[O:4].[CH3:30][O:29][C:23]1[CH:28]=[CH:27][C:26]([I+:16][C:17]2[CH:18]=[N:19][CH:20]=[CH:21][CH:22]=2)=[CH:25][CH:24]=1. The catalyst class is: 4. (4) Product: [CH3:16][N:17]([CH3:21])[C:18]([N:6]1[C:7]2[C:3](=[C:2]([Cl:1])[CH:10]=[CH:9][CH:8]=2)[C:4]([CH2:11][C:12]#[N:13])=[CH:5]1)=[O:19]. Reactant: [Cl:1][C:2]1[CH:10]=[CH:9][CH:8]=[C:7]2[C:3]=1[C:4]([CH2:11][C:12]#[N:13])=[CH:5][NH:6]2.[H-].[Na+].[CH3:16][N:17]([CH3:21])[C:18](Cl)=[O:19]. The catalyst class is: 7. (5) Reactant: [F:1][C:2]1[CH:7]=[C:6]([F:8])[C:5]([F:9])=[CH:4][C:3]=1[S:10](Cl)(=[O:12])=[O:11].S([O-])([O-])=O.[Na+].[Na+].[C:20](=O)(O)[O-].[Na+].BrCC(O)=O. Product: [F:9][C:5]1[CH:4]=[C:3]([S:10]([CH3:20])(=[O:12])=[O:11])[C:2]([F:1])=[CH:7][C:6]=1[F:8]. The catalyst class is: 6.